From a dataset of Reaction yield outcomes from USPTO patents with 853,638 reactions. Predict the reaction yield, written as a fraction of the theoretical maximum amount of product (1.0 means a 100% yield; for example, 0.34 means a 34% yield). (1) The reactants are [Cl:1][C:2]1[CH:8]=[C:7]([O:9][C:10]2[C:19]3[C:14](=[CH:15][C:16]([O:22][CH3:23])=[C:17]([O:20][CH3:21])[CH:18]=3)[N:13]=[CH:12][N:11]=2)[CH:6]=[CH:5][C:3]=1[NH2:4].Cl[C:25](Cl)([O:27][C:28](=[O:34])OC(Cl)(Cl)Cl)Cl.[C:36]1([CH2:42]CO)[CH:41]=[CH:40][CH:39]=[CH:38][CH:37]=1.C(=O)(O)[O-].[Na+]. The catalyst is C(Cl)Cl.C(N(CC)CC)C.C1(C)C=CC=CC=1. The product is [Cl:1][C:2]1[CH:8]=[C:7]([O:9][C:10]2[C:19]3[C:14](=[CH:15][C:16]([O:22][CH3:23])=[C:17]([O:20][CH3:21])[CH:18]=3)[N:13]=[CH:12][N:11]=2)[CH:6]=[CH:5][C:3]=1[NH:4][C:28](=[O:34])[O:27][CH2:25][CH2:42][C:36]1[CH:41]=[CH:40][CH:39]=[CH:38][CH:37]=1. The yield is 0.220. (2) The reactants are [F:1][CH:2]([F:14])[C:3]1[NH:7][C:6]2[CH:8]=[CH:9][CH:10]=[C:11]([O:12][CH3:13])[C:5]=2[N:4]=1.[Cl:15][C:16]1[N:21]=[C:20](Cl)[N:19]=[C:18]([N:23]2[CH2:28][CH2:27][O:26][CH2:25][CH2:24]2)[N:17]=1.C([O-])([O-])=O.[K+].[K+]. The catalyst is CN(C=O)C.O. The product is [Cl:15][C:16]1[N:17]=[C:18]([N:23]2[CH2:24][CH2:25][O:26][CH2:27][CH2:28]2)[N:19]=[C:20]([N:7]2[C:6]3[CH:8]=[CH:9][CH:10]=[C:11]([O:12][CH3:13])[C:5]=3[N:4]=[C:3]2[CH:2]([F:1])[F:14])[N:21]=1. The yield is 0.860. (3) The reactants are CC(C)=O.Cl.C([NH:8][C:9]1[CH:17]=[C:16]2[C:12]([CH:13]=[C:14]([C:18]([O:20][CH2:21][CH3:22])=[O:19])[NH:15]2)=[CH:11][C:10]=1[O:23][CH3:24])=O. The catalyst is O. The product is [NH2:8][C:9]1[CH:17]=[C:16]2[C:12]([CH:13]=[C:14]([C:18]([O:20][CH2:21][CH3:22])=[O:19])[NH:15]2)=[CH:11][C:10]=1[O:23][CH3:24]. The yield is 0.798. (4) The reactants are Cl.[NH2:2]O.[Na].[CH3:5][N:6]([CH2:8][C:9]#[N:10])[CH3:7].[H-].[Na+].C[O:14][C:15]([C:17]1[C:25]2[C:20](=[CH:21][CH:22]=[CH:23][CH:24]=2)[N:19]([CH2:26][C:27]2[CH:32]=[CH:31][CH:30]=[CH:29][CH:28]=2)[N:18]=1)=O. The catalyst is CO. The product is [CH2:26]([N:19]1[C:20]2[C:25](=[CH:24][CH:23]=[CH:22][CH:21]=2)[C:17]([C:15]2[O:14][N:2]=[C:9]([CH2:8][N:6]([CH3:7])[CH3:5])[N:10]=2)=[N:18]1)[C:27]1[CH:32]=[CH:31][CH:30]=[CH:29][CH:28]=1. The yield is 0.480.